This data is from Catalyst prediction with 721,799 reactions and 888 catalyst types from USPTO. The task is: Predict which catalyst facilitates the given reaction. (1) Reactant: I[C:2]1[CH:11]=[CH:10][C:5]([C:6]([O:8][CH3:9])=[O:7])=[C:4]([O:12][CH:13]([CH3:15])[CH3:14])[CH:3]=1.[F:16][C:17]1[CH:22]=[C:21]([F:23])[CH:20]=[CH:19][C:18]=1B(O)O.C1(P(C2CCCCC2)C2C=CC=CC=2C2C(OC)=CC=CC=2OC)CCCCC1.C(=O)([O-])[O-].[Na+].[Na+]. Product: [F:16][C:17]1[CH:22]=[C:21]([F:23])[CH:20]=[CH:19][C:18]=1[C:2]1[CH:11]=[CH:10][C:5]([C:6]([O:8][CH3:9])=[O:7])=[C:4]([O:12][CH:13]([CH3:15])[CH3:14])[CH:3]=1. The catalyst class is: 720. (2) Reactant: [F:1][C:2]([F:31])([F:30])[CH2:3][O:4][C:5]1[CH:6]=[CH:7][C:8]([N:11]2[CH2:16][CH2:15][N:14]([S:17](/[CH:20]=[CH:21]/[CH2:22][CH2:23][C:24]3[N:29]=[CH:28][CH:27]=[CH:26][N:25]=3)(=[O:19])=[O:18])[CH2:13][CH2:12]2)=[N:9][CH:10]=1.[NH2:32][OH:33].O. The catalyst class is: 1. Product: [OH:33][NH:32][CH:21]([CH2:20][S:17]([N:14]1[CH2:13][CH2:12][N:11]([C:8]2[CH:7]=[CH:6][C:5]([O:4][CH2:3][C:2]([F:30])([F:1])[F:31])=[CH:10][N:9]=2)[CH2:16][CH2:15]1)(=[O:19])=[O:18])[CH2:22][CH2:23][C:24]1[N:29]=[CH:28][CH:27]=[CH:26][N:25]=1. (3) Reactant: [CH2:1]([N:8]([CH2:13][C:14]1[CH:19]=[CH:18][CH:17]=[CH:16][CH:15]=1)[C:9](=[O:12])[CH:10]=[CH2:11])[C:2]1[CH:7]=[CH:6][CH:5]=[CH:4][CH:3]=1.F[C:21](F)(F)[C:22](O)=O. Product: [CH2:13]([N:8]([CH2:1][C:2]1[CH:3]=[CH:4][CH:5]=[CH:6][CH:7]=1)[C:9]([CH:10]1[CH2:2][CH2:1][N:8]([CH:9]([C:22]2[CH:21]=[CH:6][CH:5]=[CH:4][CH:3]=2)[CH3:10])[CH2:11]1)=[O:12])[C:14]1[CH:19]=[CH:18][CH:17]=[CH:16][CH:15]=1. The catalyst class is: 2. (4) Reactant: [CH3:1][C:2]1[C:3](S(C)(=O)=O)=[N:4][C:5]([N:8]2[CH:12]=[C:11]([C:13]([F:16])([F:15])[F:14])[CH:10]=[N:9]2)=[N:6][CH:7]=1.[F:21][C:22]([F:31])([F:30])[C:23]1[CH:24]=[C:25]([OH:29])[CH:26]=[CH:27][CH:28]=1.C([O-])([O-])=O.[K+].[K+].O. Product: [CH3:1][C:2]1[C:3]([O:29][C:25]2[CH:26]=[CH:27][CH:28]=[C:23]([C:22]([F:21])([F:30])[F:31])[CH:24]=2)=[N:4][C:5]([N:8]2[CH:12]=[C:11]([C:13]([F:16])([F:15])[F:14])[CH:10]=[N:9]2)=[N:6][CH:7]=1. The catalyst class is: 3. (5) Reactant: O.O.[Sn](Cl)Cl.[F:6][C:7]1[CH:24]=[CH:23][C:22]([F:25])=[CH:21][C:8]=1[O:9][C:10]1[CH:17]=[CH:16][C:13]([C:14]#[N:15])=[CH:12][C:11]=1[N+:18]([O-])=O.CCOC(C)=O.O. Product: [NH2:18][C:11]1[CH:12]=[C:13]([CH:16]=[CH:17][C:10]=1[O:9][C:8]1[CH:21]=[C:22]([F:25])[CH:23]=[CH:24][C:7]=1[F:6])[C:14]#[N:15]. The catalyst class is: 811. (6) Reactant: [F:1][C:2]1[CH:3]=[C:4]([S:9][CH3:10])[CH:5]=[C:6]([F:8])[CH:7]=1.C([Li])CCC.C(O[B:20]1[O:24][C:23]([CH3:26])([CH3:25])[C:22]([CH3:28])([CH3:27])[O:21]1)(C)C. Product: [F:8][C:6]1[CH:5]=[C:4]([S:9][CH3:10])[CH:3]=[C:2]([F:1])[C:7]=1[B:20]1[O:24][C:23]([CH3:26])([CH3:25])[C:22]([CH3:28])([CH3:27])[O:21]1. The catalyst class is: 1.